From a dataset of Peptide-MHC class II binding affinity with 134,281 pairs from IEDB. Regression. Given a peptide amino acid sequence and an MHC pseudo amino acid sequence, predict their binding affinity value. This is MHC class II binding data. (1) The peptide sequence is EKKYFGATQFEPLAA. The MHC is DRB1_1001 with pseudo-sequence DRB1_1001. The binding affinity (normalized) is 0.415. (2) The peptide sequence is DSYIIVGRGDSRLTY. The MHC is DRB4_0101 with pseudo-sequence DRB4_0103. The binding affinity (normalized) is 0.509. (3) The peptide sequence is TYGDKWLDAKSTWYG. The MHC is DRB1_0401 with pseudo-sequence DRB1_0401. The binding affinity (normalized) is 0.195. (4) The peptide sequence is FSKNYQDYEYLINVIHAFQY. The MHC is DRB1_1501 with pseudo-sequence DRB1_1501. The binding affinity (normalized) is 0.260. (5) The peptide sequence is ASAAILGHDGTVWAQ. The MHC is DRB1_1302 with pseudo-sequence DRB1_1302. The binding affinity (normalized) is 0.408. (6) The peptide sequence is PGDSLAEVELRQHGS. The MHC is DRB1_0802 with pseudo-sequence DRB1_0802. The binding affinity (normalized) is 0.106.